Task: Regression/Classification. Given a drug SMILES string, predict its absorption, distribution, metabolism, or excretion properties. Task type varies by dataset: regression for continuous measurements (e.g., permeability, clearance, half-life) or binary classification for categorical outcomes (e.g., BBB penetration, CYP inhibition). Dataset: cyp2d6_veith.. Dataset: CYP2D6 inhibition data for predicting drug metabolism from PubChem BioAssay (1) The compound is CN(C)Cc1ccccc1-c1nccc(NCc2cccs2)n1. The result is 1 (inhibitor). (2) The compound is CCc1c(C(=O)OC)ncc2[nH]c3cc(OC)c(OC)cc3c12. The result is 0 (non-inhibitor). (3) The molecule is CN(c1ccc(C(=O)NCc2ccccn2)cc1)S(C)(=O)=O. The result is 0 (non-inhibitor). (4) The compound is Br.N=C1c2ccccc2CN1NC(=O)c1ccc(Cl)cc1. The result is 1 (inhibitor). (5) The result is 1 (inhibitor). The molecule is COc1ccc(-n2nc([N+](=O)[O-])c(=NCCc3ccc(Cl)cc3)n2O)cc1.